From a dataset of M1 muscarinic receptor antagonist screen with 61,756 compounds. Binary Classification. Given a drug SMILES string, predict its activity (active/inactive) in a high-throughput screening assay against a specified biological target. The drug is s1c2n(c(c1)C)c(=O)c(C(=O)Nc1cc3OCCOc3cc1)cn2. The result is 0 (inactive).